Predict which catalyst facilitates the given reaction. From a dataset of Catalyst prediction with 721,799 reactions and 888 catalyst types from USPTO. The catalyst class is: 5. Reactant: [Cl:1][C:2]1[C:3]([F:50])=[C:4]([S:29]([N:32](CC2C=CC(OC)=CC=2OC)[C:33]2[CH:38]=[CH:37][N:36]=[CH:35][N:34]=2)(=[O:31])=[O:30])[CH:5]=[CH:6][C:7]=1[O:8][C@H:9]1[CH2:14][CH2:13][CH2:12][CH2:11][C@@H:10]1[C:15]1[C:16]([N+:26]([O-])=O)=[N:17][N:18](C2CCCCO2)[CH:19]=1.C([SiH](CC)CC)C.FC(F)(F)C(O)=O.ClCCl. Product: [NH2:26][C:16]1[C:15]([C@H:10]2[CH2:11][CH2:12][CH2:13][CH2:14][C@@H:9]2[O:8][C:7]2[CH:6]=[CH:5][C:4]([S:29]([NH:32][C:33]3[CH:38]=[CH:37][N:36]=[CH:35][N:34]=3)(=[O:31])=[O:30])=[C:3]([F:50])[C:2]=2[Cl:1])=[CH:19][NH:18][N:17]=1.